Predict which catalyst facilitates the given reaction. From a dataset of Catalyst prediction with 721,799 reactions and 888 catalyst types from USPTO. (1) Reactant: [CH3:1][O:2][C:3](=[O:11])[C:4]1[CH:9]=[CH:8][CH:7]=[C:6]([OH:10])[CH:5]=1.Cl[CH2:13][CH2:14][N:15]1[CH2:20][CH2:19][O:18][CH2:17][CH2:16]1.C(=O)([O-])[O-].[K+].[K+]. Product: [CH3:1][O:2][C:3](=[O:11])[C:4]1[CH:9]=[CH:8][CH:7]=[C:6]([O:10][CH2:13][CH2:14][N:15]2[CH2:20][CH2:19][O:18][CH2:17][CH2:16]2)[CH:5]=1. The catalyst class is: 9. (2) Reactant: [NH:1]([C:6]([O:8][C:9]([CH3:12])([CH3:11])[CH3:10])=[O:7])[CH2:2][C:3]([OH:5])=O.Cl.[CH3:14][NH:15][O:16][CH3:17].C(N(CC)CC)C.CCN=C=NCCCN(C)C.Cl. Product: [CH3:17][O:16][N:15]([CH3:14])[C:3](=[O:5])[CH2:2][NH:1][C:6](=[O:7])[O:8][C:9]([CH3:12])([CH3:11])[CH3:10]. The catalyst class is: 166. (3) Reactant: [CH3:1][O:2][C:3]1[CH:4]=[C:5]([S:9]([NH:12][CH:13]([C:15]2[CH:20]=[C:19]([F:21])[CH:18]=[CH:17][C:16]=2[C:22]2[CH:27]=[CH:26][C:25]([F:28])=[CH:24][C:23]=2F)[CH3:14])(=[O:11])=[O:10])[CH:6]=[CH:7][CH:8]=1.C(=O)([O-])[O-].[K+].[K+]. Product: [F:28][C:25]1[CH:26]=[CH:27][C:22]2[C:16]3[C:15]([CH:13]([CH3:14])[N:12]([S:9]([C:5]4[CH:6]=[CH:7][CH:8]=[C:3]([O:2][CH3:1])[CH:4]=4)(=[O:11])=[O:10])[C:23]=2[CH:24]=1)=[CH:20][C:19]([F:21])=[CH:18][CH:17]=3. The catalyst class is: 9. (4) Reactant: O[CH:2]=[C:3]1[C:11]2[C:6](=[CH:7][C:8]([C:12]([C:14]3[CH:19]=[CH:18][C:17]([NH:20][C:21]([C:23]4[N:24]([CH3:29])[N:25]=[C:26]([CH3:28])[CH:27]=4)=[O:22])=[CH:16][CH:15]=3)=[O:13])=[CH:9][CH:10]=2)[NH:5][C:4]1=[O:30].[CH3:31][N:32]1[CH2:37][CH2:36][N:35]([C:38]2[CH:43]=[CH:42][C:41]([NH2:44])=[CH:40][CH:39]=2)[CH2:34][CH2:33]1. Product: [CH3:31][N:32]1[CH2:33][CH2:34][N:35]([C:38]2[CH:43]=[CH:42][C:41]([NH:44][CH:2]=[C:3]3[C:11]4[C:6](=[CH:7][C:8]([C:12]([C:14]5[CH:15]=[CH:16][C:17]([NH:20][C:21]([C:23]6[N:24]([CH3:29])[N:25]=[C:26]([CH3:28])[CH:27]=6)=[O:22])=[CH:18][CH:19]=5)=[O:13])=[CH:9][CH:10]=4)[NH:5][C:4]3=[O:30])=[CH:40][CH:39]=2)[CH2:36][CH2:37]1. The catalyst class is: 1. (5) Reactant: [F:1][C:2]1[CH:7]=[CH:6][CH:5]=[CH:4][C:3]=1[O:8][CH3:9].CN(C)CCN(C)CCN(C)C.C([Li])CCC.C[O:28]B(OC)OC.C(O)(=O)C.OO. Product: [F:1][C:2]1[C:3]([O:8][CH3:9])=[CH:4][CH:5]=[CH:6][C:7]=1[OH:28]. The catalyst class is: 132. (6) Reactant: [F:1][C:2]1[CH:3]=[C:4]([CH:16]=[CH:17][CH:18]=1)[NH:5][CH2:6]N1C2C=CC=CC=2N=N1.[BH4-].[Na+].Cl.[OH-].[Na+]. Product: [F:1][C:2]1[CH:3]=[C:4]([CH:16]=[CH:17][CH:18]=1)[NH:5][CH3:6]. The catalyst class is: 7. (7) Reactant: [O:1]=[C:2]1[CH:6]([C:7]([OH:9])=[O:8])[CH:5]([C:10]2[CH:15]=[CH:14][CH:13]=[CH:12][CH:11]=2)[CH2:4][NH:3]1.OS(O)(=O)=O.[CH3:21][CH2:22]OC(C)=O. Product: [O:1]=[C:2]1[CH:6]([C:7]([O:9][CH2:21][CH3:22])=[O:8])[CH:5]([C:10]2[CH:15]=[CH:14][CH:13]=[CH:12][CH:11]=2)[CH2:4][NH:3]1. The catalyst class is: 14. (8) Reactant: [CH:1]1[CH:2]=[C:3]([CH2:6][NH:7][C:8]2[C:13]([C:14]3[N:18]=[N:17][NH:16][N:15]=3)=[CH:12][C:11]([S:19]([NH2:22])(=[O:21])=[O:20])=[C:10]([Cl:23])[CH:9]=2)[S:4][CH:5]=1.[CH2:24]=O.CO.C(Cl)Cl.CN([CH:34]=[O:35])C. Product: [Cl:23][C:10]1[CH:9]=[C:8]([NH:7][CH2:6][C:3]2[S:4][CH:5]=[CH:1][CH:2]=2)[C:13]([C:14]2[N:15]([CH2:24][O:35][CH3:34])[N:16]=[N:17][N:18]=2)=[CH:12][C:11]=1[S:19]([NH2:22])(=[O:21])=[O:20]. The catalyst class is: 59. (9) The catalyst class is: 1. Reactant: C([O:3][C:4](=[O:29])[CH2:5][NH:6][C:7]1[C:12]2[N:13]([CH2:18][C:19]3[CH:28]=[CH:27][C:26]4[C:21](=[CH:22][CH:23]=[CH:24][CH:25]=4)[CH:20]=3)[C:14](=[O:17])[CH2:15][O:16][C:11]=2[CH:10]=[CH:9][CH:8]=1)C.CO.[OH-].[Na+]. Product: [CH:20]1[C:21]2[C:26](=[CH:25][CH:24]=[CH:23][CH:22]=2)[CH:27]=[CH:28][C:19]=1[CH2:18][N:13]1[C:12]2[C:7]([NH:6][CH2:5][C:4]([OH:29])=[O:3])=[CH:8][CH:9]=[CH:10][C:11]=2[O:16][CH2:15][C:14]1=[O:17]. (10) Reactant: I[CH2:2][CH2:3][CH2:4][CH3:5].[CH2:6]([NH:13][C:14](=[O:36])[N:15]([C:17]1[CH:18]=[C:19]([C:23]2[CH:28]=[CH:27][C:26]([CH2:29][CH2:30][C:31]([O:33][CH3:34])=[O:32])=[CH:25][C:24]=2[OH:35])[CH:20]=[CH:21][CH:22]=1)[CH3:16])[CH2:7][CH2:8][CH2:9][CH2:10][CH2:11][CH3:12].C(=O)([O-])[O-].[K+].[K+]. Product: [CH2:2]([O:35][C:24]1[CH:25]=[C:26]([CH2:29][CH2:30][C:31]([O:33][CH3:34])=[O:32])[CH:27]=[CH:28][C:23]=1[C:19]1[CH:20]=[CH:21][CH:22]=[C:17]([N:15]([CH3:16])[C:14]([NH:13][CH2:6][CH2:7][CH2:8][CH2:9][CH2:10][CH2:11][CH3:12])=[O:36])[CH:18]=1)[CH2:3][CH2:4][CH3:5]. The catalyst class is: 311.